Dataset: M1 muscarinic receptor antagonist screen with 61,756 compounds. Task: Binary Classification. Given a drug SMILES string, predict its activity (active/inactive) in a high-throughput screening assay against a specified biological target. (1) The compound is s1c(c2[nH]nc3OC(N)=C(C(c23)c2occc2)C#N)ccc1. The result is 0 (inactive). (2) The drug is S(c1nc(c2occc2)cc(n1)C(F)(F)F)CC(=O)Nc1noc(c1)C. The result is 0 (inactive). (3) The compound is O(C(C)C(=O)NC(=O)NCC)c1ccc(cc1)C(OC)=O. The result is 0 (inactive). (4) The compound is s1c(C(N2CCN(CC2)C)C(NC(=O)c2cccnc2)C)ccc1. The result is 0 (inactive). (5) The molecule is O=C1N(C(=O)c2c1cc(cc2)C(=O)NCc1ccccc1)C. The result is 0 (inactive). (6) The drug is o1nc(c2CCCCCc12)C(=O)NCc1ccc(OC)cc1. The result is 0 (inactive). (7) The molecule is o1c2c(cc(c1=O)C(=O)Nc1nc(ccc1)C)cccc2OC. The result is 0 (inactive). (8) The drug is S(c1nc(nc2n(c(=O)n(c(=O)c12)C)C)CCC)CC(=O)Nc1c(OC)cccc1. The result is 0 (inactive).